Dataset: Drug-target binding data from BindingDB using IC50 measurements. Task: Regression. Given a target protein amino acid sequence and a drug SMILES string, predict the binding affinity score between them. We predict pIC50 (pIC50 = -log10(IC50 in M); higher means more potent). Dataset: bindingdb_ic50. The compound is CCOC(=O)CSC1c2cccc(O)c2C(=O)c2c(O)cccc21. The target protein (P39655) has sequence MGRYRVRVVTGAWLFSGSLNLVRLWLVGEHREAKLELQLRPARGKEEEFDFDVPEDLGPLQFVKLHKQHTVVDDAWFCNLITVQGPGTSAEAVFPCYRWVQGEGILSLPEGTARLAGDNALDVFQKYREKELKERQQTYCWATWKEGLPQTIAADCKDDLPPNMRFHEEKRLDFEWTLKAGVLEMGLKRVYTLLRSWNHLEDFDQIFWGQKSALAEKVHQCWQEDELFGYQFLNGANPMLLRRSTSLPSRLVLPSGMEELQAQLEKELKNGSLFEADFILLDGIPANVIRGEPQYLAAPLVMLRMDPGGKLLPMAIQIQPPNPSSPAPTLFLPSDPPLAWLLAKIWVRNSDFQLQELQFHLLNTHLVAEVIAVATMRCLPGLHPIFKLLVPHIRYTMEINTRSRTQLISDGGIFDQVVSTGGGGHVQLLTRAVAQLTYHSLCPPDDLANRGLLRIPSALYARDALQLWEVTARYVKGMVHLFYQSDDIVRGDPELQAWCR.... The pIC50 is 4.5.